Task: Predict the reactants needed to synthesize the given product.. Dataset: Full USPTO retrosynthesis dataset with 1.9M reactions from patents (1976-2016) (1) Given the product [Cl:23][C:24]1[CH:29]=[CH:28][CH:27]=[CH:26][C:25]=1[O:30][C:2]1[CH:7]=[C:6]([NH2:8])[C:5]([NH2:9])=[CH:4][C:3]=1[O:12][C:13]1[CH:14]=[N:15][C:16]([S:19]([CH3:22])(=[O:21])=[O:20])=[CH:17][CH:18]=1, predict the reactants needed to synthesize it. The reactants are: F[C:2]1[C:3]([O:12][C:13]2[CH:14]=[N:15][C:16]([S:19]([CH3:22])(=[O:21])=[O:20])=[CH:17][CH:18]=2)=[CH:4][C:5]([N+:9]([O-])=O)=[C:6]([NH2:8])[CH:7]=1.[Cl:23][C:24]1[CH:29]=[CH:28][CH:27]=[CH:26][C:25]=1[OH:30]. (2) The reactants are: [S:1]=[C:2]1[CH:7]=[CH:6][N:5]([CH2:8][CH2:9][CH2:10][CH2:11][N:12]2[CH2:17][C@H:16]3[C@:14]([C:18]4[CH:23]=[CH:22][C:21]([C:24]([F:27])([F:26])[F:25])=[CH:20][CH:19]=4)([CH2:15]3)[CH2:13]2)[C:4](=[O:28])[NH:3]1.[ClH:29]. Given the product [ClH:29].[S:1]=[C:2]1[CH:7]=[CH:6][N:5]([CH2:8][CH2:9][CH2:10][CH2:11][N:12]2[CH2:17][C@H:16]3[C@:14]([C:18]4[CH:23]=[CH:22][C:21]([C:24]([F:25])([F:26])[F:27])=[CH:20][CH:19]=4)([CH2:15]3)[CH2:13]2)[C:4](=[O:28])[NH:3]1, predict the reactants needed to synthesize it. (3) Given the product [CH3:19][CH2:18][CH2:17][CH2:16][CH2:15][CH2:14][CH2:13][CH2:12][CH:11]([N:8]1[C:9](=[O:10])[C:5]2=[CH:4][S:3][C:2]([C:4]3[S:3][CH:2]=[C:6]4[C:7](=[O:28])[N:8]([CH:11]([CH2:51][CH2:52][CH2:53][CH2:54][CH2:38][CH2:39][CH2:40][CH3:41])[CH2:12][CH2:13][CH2:14][CH2:15][CH2:16][CH2:17][CH2:18][CH3:19])[C:9](=[O:10])[C:5]=34)=[C:6]2[C:7]1=[O:28])[CH2:20][CH2:21][CH2:22][CH2:23][CH2:24][CH2:25][CH2:26][CH3:27], predict the reactants needed to synthesize it. The reactants are: Br[C:2]1[S:3][CH:4]=[C:5]2[C:9](=[O:10])[N:8]([CH:11]([CH2:20][CH2:21][CH2:22][CH2:23][CH2:24][CH2:25][CH2:26][CH3:27])[CH2:12][CH2:13][CH2:14][CH2:15][CH2:16][CH2:17][CH2:18][CH3:19])[C:7](=[O:28])[C:6]=12.[CH3:38][CH2:39][CH2:40][CH2:41][Sn]([CH2:38][CH2:39][CH2:40][CH3:41])[CH2:51][CH2:52][CH2:53][CH3:54].[CH3:38][CH2:39][CH2:40][CH2:41][Sn]([CH2:51][CH2:52][CH2:53][CH3:54])[CH2:51][CH2:52][CH2:53][CH3:54].